Dataset: Catalyst prediction with 721,799 reactions and 888 catalyst types from USPTO. Task: Predict which catalyst facilitates the given reaction. (1) The catalyst class is: 11. Product: [CH3:15][O:14][C:12]1[CH:13]=[C:8]2[C:9](=[CH:10][CH:11]=1)[C:16]([OH:24])=[C:17]([C:18]1[CH:23]=[CH:22][CH:21]=[CH:20][CH:19]=1)[C:2]([CH2:3][CH2:4][CH2:5][CH2:6][CH3:7])=[CH:1]2. Reactant: [C:1]([C:8]1[CH:13]=[C:12]([O:14][CH3:15])[CH:11]=[CH:10][C:9]=1[C:16](=[O:24])[CH2:17][C:18]1[CH:23]=[CH:22][CH:21]=[CH:20][CH:19]=1)#[C:2][CH2:3][CH2:4][CH2:5][CH2:6][CH3:7].C[Si]([N-][Si](C)(C)C)(C)C.[K+]. (2) Reactant: CC1C=CC(S(OCC2CC3C=CC=C(OC)C=3O2)(=O)=O)=CC=1.[N-]=[N+]=[N-].[Na+].[N:28]([CH2:31][CH:32]1[CH2:36][C:35]2[CH:37]=[CH:38][CH:39]=[C:40]([O:41][CH3:42])[C:34]=2[O:33]1)=[N+]=[N-].[N-]=[N+]=[N-]. Product: [CH3:42][O:41][C:40]1[C:34]2[O:33][CH:32]([CH2:31][NH2:28])[CH2:36][C:35]=2[CH:37]=[CH:38][CH:39]=1. The catalyst class is: 45. (3) Reactant: [N:1]1([CH2:7][CH2:8][NH2:9])[CH2:6][CH2:5][O:4][CH2:3][CH2:2]1.Cl[C:11]1[C:16]([Cl:17])=[C:15]([NH:18][C:19]2[NH:23][N:22]=[C:21]([CH:24]3[CH2:26][CH2:25]3)[CH:20]=2)[N:14]=[C:13]([NH:27][C@H:28]([C:31]2[CH:36]=[CH:35][C:34]([F:37])=[CH:33][CH:32]=2)[CH2:29][OH:30])[N:12]=1. Product: [Cl:17][C:16]1[C:15]([NH:18][C:19]2[NH:23][N:22]=[C:21]([CH:24]3[CH2:26][CH2:25]3)[CH:20]=2)=[N:14][C:13]([NH:27][C@H:28]([C:31]2[CH:36]=[CH:35][C:34]([F:37])=[CH:33][CH:32]=2)[CH2:29][OH:30])=[N:12][C:11]=1[NH:9][CH2:8][CH2:7][N:1]1[CH2:6][CH2:5][O:4][CH2:3][CH2:2]1. The catalyst class is: 51. (4) Reactant: [NH2:1][CH2:2][C:3]1[CH:4]=[CH:5][C:6]([Cl:25])=[C:7]([C:9]2[NH:10][C:11](=[O:24])[N:12]([C:14]3[CH:19]=[CH:18][CH:17]=[C:16]([C:20]([F:23])([F:22])[F:21])[CH:15]=3)[N:13]=2)[CH:8]=1.[C:26](Cl)(=[O:31])[C:27]([CH3:30])([CH3:29])[CH3:28]. Product: [Cl:25][C:6]1[CH:5]=[CH:4][C:3]([CH2:2][NH:1][C:26](=[O:31])[C:27]([CH3:30])([CH3:29])[CH3:28])=[CH:8][C:7]=1[C:9]1[NH:10][C:11](=[O:24])[N:12]([C:14]2[CH:19]=[CH:18][CH:17]=[C:16]([C:20]([F:22])([F:23])[F:21])[CH:15]=2)[N:13]=1. The catalyst class is: 1. (5) Reactant: [F:1][C:2]1[CH:7]=[CH:6][C:5]([N:8]2[C:16]3[C:11](=[CH:12][C:13]([CH:17]=[O:18])=[CH:14][CH:15]=3)[CH:10]=[N:9]2)=[CH:4][CH:3]=1.[CH2:19]([Mg]Br)[C:20]1[CH:25]=[CH:24][CH:23]=[CH:22][CH:21]=1. Product: [F:1][C:2]1[CH:3]=[CH:4][C:5]([N:8]2[C:16]3[C:11](=[CH:12][C:13]([CH:17]([OH:18])[CH2:19][C:20]4[CH:25]=[CH:24][CH:23]=[CH:22][CH:21]=4)=[CH:14][CH:15]=3)[CH:10]=[N:9]2)=[CH:6][CH:7]=1. The catalyst class is: 1. (6) Reactant: [F:1][C:2]1[C:3]([O:39]C)=[CH:4][C:5]([CH2:34][C:35]([F:38])([F:37])[F:36])=[C:6]([C:8]2[N:13]=[C:12]3[NH:14][N:15]=[C:16]([I:17])[C:11]3=[C:10]([NH:18][CH2:19][C:20]3[CH:25]=[C:24]([O:26]C)[CH:23]=[CH:22][C:21]=3[N:28]([CH3:33])[S:29]([CH3:32])(=[O:31])=[O:30])[N:9]=2)[CH:7]=1.B(Br)(Br)Br. Product: [F:1][C:2]1[C:3]([OH:39])=[CH:4][C:5]([CH2:34][C:35]([F:36])([F:37])[F:38])=[C:6]([C:8]2[N:13]=[C:12]3[NH:14][N:15]=[C:16]([I:17])[C:11]3=[C:10]([NH:18][CH2:19][C:20]3[CH:25]=[C:24]([OH:26])[CH:23]=[CH:22][C:21]=3[N:28]([CH3:33])[S:29]([CH3:32])(=[O:30])=[O:31])[N:9]=2)[CH:7]=1. The catalyst class is: 2. (7) The catalyst class is: 42. Reactant: [F:1][C:2]1[CH:20]=[CH:19][C:5]([CH2:6][NH:7][C@H:8]2[C@H:13]3[O:14][C@H:10]([CH2:11][CH2:12]3)[C@H:9]2[C:15]([O:17]C)=O)=[CH:4][CH:3]=1.[CH3:21][S:22]([NH:25][C:26]1[CH:41]=[CH:40][C:29]2[NH:30][C:31]([CH2:36][C:37](O)=[O:38])=[N:32][S:33](=[O:35])(=[O:34])[C:28]=2[CH:27]=1)(=[O:24])=[O:23].CN1CCOCC1.Cl.CN(C)CCCN=C=NCC.C(N(CC)CC)C. Product: [F:1][C:2]1[CH:3]=[CH:4][C:5]([CH2:6][N:7]2[C:37](=[O:38])[C:36]([C:31]3[NH:30][C:29]4[CH:40]=[CH:41][C:26]([NH:25][S:22]([CH3:21])(=[O:24])=[O:23])=[CH:27][C:28]=4[S:33](=[O:35])(=[O:34])[N:32]=3)=[C:15]([OH:17])[C@H:9]3[C@@H:8]2[C@H:13]2[O:14][C@@H:10]3[CH2:11][CH2:12]2)=[CH:19][CH:20]=1.